From a dataset of Forward reaction prediction with 1.9M reactions from USPTO patents (1976-2016). Predict the product of the given reaction. The product is: [CH2:7]([N:14]1[CH2:15][CH2:16][C@@H:17]([O:20][CH2:21][C:22]2[CH:27]=[CH:26][CH:25]=[CH:24][CH:23]=2)[C@@H:18]1[CH3:19])[C:8]1[CH:9]=[CH:10][CH:11]=[CH:12][CH:13]=1. Given the reactants [H-].[Al+3].[Li+].[H-].[H-].[H-].[CH2:7]([N:14]1[C@@H:18]([CH3:19])[C@H:17]([O:20][CH2:21][C:22]2[CH:27]=[CH:26][CH:25]=[CH:24][CH:23]=2)[CH2:16][C:15]1=O)[C:8]1[CH:13]=[CH:12][CH:11]=[CH:10][CH:9]=1.O, predict the reaction product.